Task: Regression/Classification. Given a drug SMILES string, predict its toxicity properties. Task type varies by dataset: regression for continuous values (e.g., LD50, hERG inhibition percentage) or binary classification for toxic/non-toxic outcomes (e.g., AMES mutagenicity, cardiotoxicity, hepatotoxicity). Dataset: herg_karim.. Dataset: hERG potassium channel inhibition data for cardiac toxicity prediction from Karim et al. (1) The drug is COc1cc2nnc(C(N)=O)c(Nc3ccc(C)cc3F)c2cc1N1CCOCC1. The result is 0 (non-blocker). (2) The drug is Cc1noc(-c2cccc(CN3CCN(C(=O)c4ccc(C[C@@H]5CC[C@H]([C@H](O)c6ccccc6)N5)cc4)CC3)n2)n1. The result is 0 (non-blocker). (3) The molecule is CCn1nc(Cc2ccc(OC(C)C)cc2)cc1C1CCN(C[C@H]2CN([C@@H](C(=O)O)C(C)(C)C)C[C@@H]2c2cccc(F)c2)CC1. The result is 1 (blocker). (4) The compound is N#Cc1ccc(Cn2cncc2CN[C@H]2CCN(Cc3ccccc3)C2=O)cc1. The result is 1 (blocker). (5) The drug is CN(CCOc1ccc(Cl)cc1)CCc1ccc(Cl)cc1. The result is 1 (blocker). (6) The molecule is O[C@@H](COc1ccc2c(c1)CCC2)CN1CCC(c2nc3ccccc3[nH]2)CC1. The result is 1 (blocker). (7) The drug is Cc1cc2c(cc1C1(c3ccc(C(=O)O)cn3)CC1)C(C)(C)CCC2(C)C. The result is 0 (non-blocker).